From a dataset of Full USPTO retrosynthesis dataset with 1.9M reactions from patents (1976-2016). Predict the reactants needed to synthesize the given product. (1) Given the product [C:1]1([C@@:7]([CH3:8])([OH:30])[C:13]([OH:15])=[O:14])[CH:6]=[CH:5][CH:4]=[CH:3][CH:2]=1, predict the reactants needed to synthesize it. The reactants are: [C:1]1([CH2:7][C:8](=O)C(O)=O)[CH:6]=[CH:5][CH:4]=[CH:3][CH:2]=1.[CH:13]([O-:15])=[O:14].[Na+].C1N=C(N)C2N=CN([C@@H]3[O:30][C@H](COP(OP(OC[C@H]4O[C@@H](N5C=C(C(N)=O)CC=C5)[C@H](O)[C@@H]4O)(O)=O)(O)=O)[C@@H](O)[C@H]3O)C=2N=1. (2) The reactants are: Br[C:2]1[CH:3]=[C:4]2[C:9](=[CH:10][C:11]=1[CH:12]([F:14])[F:13])[NH:8][CH2:7][CH2:6][CH2:5]2.C([O-])([O-])=O.[K+].[K+].[CH3:21][N:22]1[CH:26]=[C:25](B2OC(C)(C)C(C)(C)O2)[CH:24]=[N:23]1. Given the product [F:13][CH:12]([F:14])[C:11]1[CH:10]=[C:9]2[C:4]([CH2:5][CH2:6][CH2:7][NH:8]2)=[CH:3][C:2]=1[C:25]1[CH:24]=[N:23][N:22]([CH3:21])[CH:26]=1, predict the reactants needed to synthesize it. (3) Given the product [F:20][C:17]1[CH:18]=[C:19]2[C:14]([N:13]=[CH:12][C:11](=[O:21])[N:10]2[CH2:9][CH2:8][N:5]2[CH2:4][CH2:3][CH:2]([NH:1][CH2:33][C:31]3[CH:30]=[CH:29][C:26]4[O:27][CH2:28][C:23](=[O:22])[NH:24][C:25]=4[N:32]=3)[CH2:7][CH2:6]2)=[CH:15][CH:16]=1, predict the reactants needed to synthesize it. The reactants are: [NH2:1][CH:2]1[CH2:7][CH2:6][N:5]([CH2:8][CH2:9][N:10]2[C:19]3[C:14](=[CH:15][CH:16]=[C:17]([F:20])[CH:18]=3)[N:13]=[CH:12][C:11]2=[O:21])[CH2:4][CH2:3]1.[O:22]=[C:23]1[CH2:28][O:27][C:26]2[CH:29]=[CH:30][C:31]([CH:33]=O)=[N:32][C:25]=2[NH:24]1.C(O[BH-](OC(=O)C)OC(=O)C)(=O)C.[Na+]. (4) Given the product [Cl:1][C:2]1[CH:3]=[C:4]([C:12]2[O:16][N:15]=[C:14]([C:17]3[CH:18]=[CH:19][CH:20]=[C:21]4[C:25]=3[NH:24][CH:23]=[C:22]4[CH2:26][CH2:27][C:28]([NH:30][CH2:31][C:32]([OH:34])=[O:33])=[O:29])[N:13]=2)[CH:5]=[CH:6][C:7]=1[O:8][CH:9]([CH3:10])[CH3:11], predict the reactants needed to synthesize it. The reactants are: [Cl:1][C:2]1[CH:3]=[C:4]([C:12]2[O:16][N:15]=[C:14]([C:17]3[CH:18]=[CH:19][CH:20]=[C:21]4[C:25]=3[NH:24][CH:23]=[C:22]4[CH2:26][CH2:27][C:28]([NH:30][CH2:31][C:32]([O:34]CC)=[O:33])=[O:29])[N:13]=2)[CH:5]=[CH:6][C:7]=1[O:8][CH:9]([CH3:11])[CH3:10].[OH-].[Na+].Cl. (5) Given the product [CH3:1][C:2]1[CH:7]=[C:6]([NH2:8])[CH:5]=[C:4]([CH3:11])[C:3]=1[C:12]1[CH:17]=[CH:16][C:15]([C:18]([F:19])([F:21])[F:20])=[CH:14][CH:13]=1, predict the reactants needed to synthesize it. The reactants are: [CH3:1][C:2]1[CH:7]=[C:6]([N+:8]([O-])=O)[CH:5]=[C:4]([CH3:11])[C:3]=1[C:12]1[CH:17]=[CH:16][C:15]([C:18]([F:21])([F:20])[F:19])=[CH:14][CH:13]=1.[H][H]. (6) Given the product [OH:34][C:30]1[CH:29]=[C:28]([CH2:27][CH2:26][CH2:25][O:24][C:20]2[N:19]=[C:18]([CH3:35])[C:17]([C:15]([NH:14][C@@H:4]([CH2:5][NH:6][C:7]([C:9]3[S:10][CH:11]=[CH:12][CH:13]=3)=[O:8])[C:3]([OH:36])=[O:2])=[O:16])=[C:22]([CH3:23])[N:21]=2)[CH:33]=[CH:32][CH:31]=1, predict the reactants needed to synthesize it. The reactants are: C[O:2][C:3](=[O:36])[C@@H:4]([NH:14][C:15]([C:17]1[C:18]([CH3:35])=[N:19][C:20]([O:24][CH2:25][CH2:26][CH2:27][C:28]2[CH:33]=[CH:32][CH:31]=[C:30]([OH:34])[CH:29]=2)=[N:21][C:22]=1[CH3:23])=[O:16])[CH2:5][NH:6][C:7]([C:9]1[S:10][CH:11]=[CH:12][CH:13]=1)=[O:8].O.